This data is from Reaction yield outcomes from USPTO patents with 853,638 reactions. The task is: Predict the reaction yield, written as a fraction of the theoretical maximum amount of product (1.0 means a 100% yield; for example, 0.34 means a 34% yield). The product is [Cl:1][C:2]1[CH:3]=[CH:4][C:5]([NH:12][C:13]([C:15]2[CH:20]=[CH:19][CH:18]=[C:17]([C:21]3[CH:25]=[CH:24][O:23][CH:22]=3)[CH:16]=2)=[O:14])=[C:6]([CH:11]=1)[C:7]([OH:9])=[O:8]. The catalyst is C1COCC1. The yield is 0.410. The reactants are [Cl:1][C:2]1[CH:3]=[CH:4][C:5]([NH:12][C:13]([C:15]2[CH:20]=[CH:19][CH:18]=[C:17]([C:21]3[CH:25]=[CH:24][O:23][CH:22]=3)[CH:16]=2)=[O:14])=[C:6]([CH:11]=1)[C:7]([O:9]C)=[O:8].[OH-].[Na+].Cl.